Dataset: NCI-60 drug combinations with 297,098 pairs across 59 cell lines. Task: Regression. Given two drug SMILES strings and cell line genomic features, predict the synergy score measuring deviation from expected non-interaction effect. (1) Drug 1: CC1=C2C(C(=O)C3(C(CC4C(C3C(C(C2(C)C)(CC1OC(=O)C(C(C5=CC=CC=C5)NC(=O)OC(C)(C)C)O)O)OC(=O)C6=CC=CC=C6)(CO4)OC(=O)C)OC)C)OC. Drug 2: CCN(CC)CCCC(C)NC1=C2C=C(C=CC2=NC3=C1C=CC(=C3)Cl)OC. Cell line: BT-549. Synergy scores: CSS=51.8, Synergy_ZIP=1.43, Synergy_Bliss=-0.557, Synergy_Loewe=-10.8, Synergy_HSA=1.39. (2) Drug 1: CC(CN1CC(=O)NC(=O)C1)N2CC(=O)NC(=O)C2. Drug 2: C1CC(C1)(C(=O)O)C(=O)O.[NH2-].[NH2-].[Pt+2]. Cell line: A498. Synergy scores: CSS=25.8, Synergy_ZIP=-6.39, Synergy_Bliss=1.67, Synergy_Loewe=2.12, Synergy_HSA=4.36. (3) Drug 1: C1=NC2=C(N1)C(=S)N=C(N2)N. Drug 2: CC1CCC2CC(C(=CC=CC=CC(CC(C(=O)C(C(C(=CC(C(=O)CC(OC(=O)C3CCCCN3C(=O)C(=O)C1(O2)O)C(C)CC4CCC(C(C4)OC)O)C)C)O)OC)C)C)C)OC. Cell line: OVCAR-5. Synergy scores: CSS=38.6, Synergy_ZIP=-8.95, Synergy_Bliss=-9.46, Synergy_Loewe=-4.23, Synergy_HSA=-3.55. (4) Cell line: U251. Synergy scores: CSS=56.4, Synergy_ZIP=5.63, Synergy_Bliss=6.74, Synergy_Loewe=-9.90, Synergy_HSA=8.12. Drug 1: CC1=C2C(C(=O)C3(C(CC4C(C3C(C(C2(C)C)(CC1OC(=O)C(C(C5=CC=CC=C5)NC(=O)OC(C)(C)C)O)O)OC(=O)C6=CC=CC=C6)(CO4)OC(=O)C)OC)C)OC. Drug 2: CS(=O)(=O)C1=CC(=C(C=C1)C(=O)NC2=CC(=C(C=C2)Cl)C3=CC=CC=N3)Cl. (5) Drug 1: CC1C(C(CC(O1)OC2CC(OC(C2O)C)OC3=CC4=CC5=C(C(=O)C(C(C5)C(C(=O)C(C(C)O)O)OC)OC6CC(C(C(O6)C)O)OC7CC(C(C(O7)C)O)OC8CC(C(C(O8)C)O)(C)O)C(=C4C(=C3C)O)O)O)O. Drug 2: C1=NC2=C(N=C(N=C2N1C3C(C(C(O3)CO)O)F)Cl)N. Cell line: OVCAR3. Synergy scores: CSS=46.7, Synergy_ZIP=-3.52, Synergy_Bliss=-10.6, Synergy_Loewe=-7.20, Synergy_HSA=-9.40. (6) Drug 1: CCC1(CC2CC(C3=C(CCN(C2)C1)C4=CC=CC=C4N3)(C5=C(C=C6C(=C5)C78CCN9C7C(C=CC9)(C(C(C8N6C)(C(=O)OC)O)OC(=O)C)CC)OC)C(=O)OC)O.OS(=O)(=O)O. Drug 2: CN(CCCl)CCCl.Cl. Cell line: HCT-15. Synergy scores: CSS=29.3, Synergy_ZIP=-0.793, Synergy_Bliss=-0.00429, Synergy_Loewe=5.00, Synergy_HSA=2.27. (7) Drug 1: CC1=C2C(C(=O)C3(C(CC4C(C3C(C(C2(C)C)(CC1OC(=O)C(C(C5=CC=CC=C5)NC(=O)OC(C)(C)C)O)O)OC(=O)C6=CC=CC=C6)(CO4)OC(=O)C)O)C)O. Drug 2: CC1C(C(CC(O1)OC2CC(CC3=C2C(=C4C(=C3O)C(=O)C5=C(C4=O)C(=CC=C5)OC)O)(C(=O)CO)O)N)O.Cl. Cell line: SF-295. Synergy scores: CSS=22.7, Synergy_ZIP=0.0245, Synergy_Bliss=2.35, Synergy_Loewe=-1.00, Synergy_HSA=0.966.